This data is from Forward reaction prediction with 1.9M reactions from USPTO patents (1976-2016). The task is: Predict the product of the given reaction. (1) Given the reactants [NH2:1][CH2:2][C:3]1[N:7]2[C:8]([N:12]3[CH2:17][CH2:16][N:15]([CH3:18])[CH2:14][CH2:13]3)=[CH:9][CH:10]=[CH:11][C:6]2=[N:5][C:4]=1[CH2:19][N:20]([CH3:31])[C@@H:21]1[C:30]2[N:29]=[CH:28][CH:27]=[CH:26][C:25]=2[CH2:24][CH2:23][CH2:22]1.Cl[C:33]([O:35][CH2:36][CH3:37])=[O:34], predict the reaction product. The product is: [CH3:18][N:15]1[CH2:14][CH2:13][N:12]([C:8]2[N:7]3[C:3]([CH2:2][NH:1][C:33](=[O:34])[O:35][CH2:36][CH3:37])=[C:4]([CH2:19][N:20]([CH3:31])[C@@H:21]4[C:30]5[N:29]=[CH:28][CH:27]=[CH:26][C:25]=5[CH2:24][CH2:23][CH2:22]4)[N:5]=[C:6]3[CH:11]=[CH:10][CH:9]=2)[CH2:17][CH2:16]1. (2) Given the reactants C([O:3][C:4](=[O:37])[CH2:5][CH2:6][C:7]1[CH:12]=[CH:11][C:10]([O:13][CH2:14][CH2:15][C:16]2[N:17]=[C:18]([C:22]3[CH:27]=[CH:26][C:25]([O:28][C:29]4[CH:34]=[CH:33][CH:32]=[CH:31][CH:30]=4)=[CH:24][CH:23]=3)[O:19][C:20]=2[CH3:21])=[CH:9][C:8]=1[C:35]#[N:36])C, predict the reaction product. The product is: [C:35]([C:8]1[CH:9]=[C:10]([O:13][CH2:14][CH2:15][C:16]2[N:17]=[C:18]([C:22]3[CH:27]=[CH:26][C:25]([O:28][C:29]4[CH:30]=[CH:31][CH:32]=[CH:33][CH:34]=4)=[CH:24][CH:23]=3)[O:19][C:20]=2[CH3:21])[CH:11]=[CH:12][C:7]=1[CH2:6][CH2:5][C:4]([OH:37])=[O:3])#[N:36].